From a dataset of Full USPTO retrosynthesis dataset with 1.9M reactions from patents (1976-2016). Predict the reactants needed to synthesize the given product. (1) Given the product [CH3:1][O:2][C:3]1[C:4]([N+:13]([O-:15])=[O:14])=[CH:5][C:6]([CH3:12])=[C:7]([C:8]([N:49]2[CH2:54][CH2:53][O:52][CH2:51][CH2:50]2)=[O:10])[CH:11]=1, predict the reactants needed to synthesize it. The reactants are: [CH3:1][O:2][C:3]1[C:4]([N+:13]([O-:15])=[O:14])=[CH:5][C:6]([CH3:12])=[C:7]([CH:11]=1)[C:8]([OH:10])=O.CCN(C(C)C)C(C)C.CN(C(ON1N=NC2C=CC=NC1=2)=[N+](C)C)C.F[P-](F)(F)(F)(F)F.[NH:49]1[CH2:54][CH2:53][O:52][CH2:51][CH2:50]1. (2) Given the product [NH2:29][C:25]1[CH:24]=[C:23]([NH:22][C:3]2[C:2]([F:1])=[CH:7][N:6]=[C:5]([NH:8][C:9]3[CH:14]=[CH:13][C:12]([O:15][CH2:16][O:17][CH2:18][CH2:19][O:20][CH3:21])=[CH:11][CH:10]=3)[N:4]=2)[CH:28]=[CH:27][CH:26]=1, predict the reactants needed to synthesize it. The reactants are: [F:1][C:2]1[C:3]([NH:22][C:23]2[CH:28]=[CH:27][CH:26]=[C:25]([N+:29]([O-])=O)[CH:24]=2)=[N:4][C:5]([NH:8][C:9]2[CH:14]=[CH:13][C:12]([O:15][CH2:16][O:17][CH2:18][CH2:19][O:20][CH3:21])=[CH:11][CH:10]=2)=[N:6][CH:7]=1.[H][H].CCCCCC.C(OCC)(=O)C. (3) Given the product [C:16]([C:15]1[C:2]([N:19]2[CH2:22][CH:21]([C:23]([OH:25])=[O:24])[CH2:20]2)=[N:3][C:4]([CH3:18])=[C:5]([C:6]([O:8][CH2:9][C:10]([F:13])([F:12])[F:11])=[O:7])[CH:14]=1)#[N:17], predict the reactants needed to synthesize it. The reactants are: Cl[C:2]1[C:15]([C:16]#[N:17])=[CH:14][C:5]([C:6]([O:8][CH2:9][C:10]([F:13])([F:12])[F:11])=[O:7])=[C:4]([CH3:18])[N:3]=1.[NH:19]1[CH2:22][CH:21]([C:23]([OH:25])=[O:24])[CH2:20]1.CCN(C(C)C)C(C)C.OS([O-])(=O)=O.[K+].